Dataset: Reaction yield outcomes from USPTO patents with 853,638 reactions. Task: Predict the reaction yield, written as a fraction of the theoretical maximum amount of product (1.0 means a 100% yield; for example, 0.34 means a 34% yield). The reactants are [CH3:1][C:2]1[CH:3]=[C:4]([C:8](=O)[CH2:9][CH2:10][CH3:11])[CH:5]=[N:6][CH:7]=1.C([O-])=O.[NH4+:16].Cl. The catalyst is CO.Cl[Rh](Cl)C1(C)C(C)=C(C)C(C)=C1C. The product is [CH3:1][C:2]1[CH:3]=[C:4]([CH:8]([NH2:16])[CH2:9][CH2:10][CH3:11])[CH:5]=[N:6][CH:7]=1. The yield is 0.770.